From a dataset of Reaction yield outcomes from USPTO patents with 853,638 reactions. Predict the reaction yield, written as a fraction of the theoretical maximum amount of product (1.0 means a 100% yield; for example, 0.34 means a 34% yield). (1) The reactants are [CH3:1][C@H:2]1[CH:7]2[CH2:8][CH2:9][C:10]3[C:14]([C@@:6]2([C:15]2[CH:20]=[CH:19][CH:18]=[CH:17][CH:16]=2)[CH:5]=[C:4]([C:21]#[N:22])[C:3]1=[O:23])=[N:13][NH:12][CH:11]=3.C(N(CC)CC)C.[C:31](Cl)(=[O:33])[CH3:32]. The catalyst is O1CCCC1. The product is [C:31]([N:12]1[CH:11]=[C:10]2[C:14]([C@@:6]3([C:15]4[CH:20]=[CH:19][CH:18]=[CH:17][CH:16]=4)[CH:5]=[C:4]([C:21]#[N:22])[C:3](=[O:23])[C@@H:2]([CH3:1])[C@@H:7]3[CH2:8][CH2:9]2)=[N:13]1)(=[O:33])[CH3:32]. The yield is 0.600. (2) The reactants are [Cl:1][C:2]1[C:7]([Cl:8])=[CH:6][CH:5]=[CH:4][C:3]=1[C:9]1[CH:10]=[C:11]([CH:15]2[CH2:17][CH:16]2C(OC)=O)[CH:12]=[N:13][CH:14]=1.[OH-].[Na+].C1(OP(N=[N+]=[N-])([O:33][C:34]2C=CC=CC=2)=O)C=CC=CC=1.C([N:45](CC)CC)C.[CH2:50]([OH:57])[C:51]1[CH:56]=[CH:55][CH:54]=[CH:53][CH:52]=1.C([O-])(O)=O.[Na+]. The catalyst is CO. The product is [Cl:1][C:2]1[C:7]([Cl:8])=[CH:6][CH:5]=[CH:4][C:3]=1[C:9]1[CH:10]=[C:11]([CH:15]2[CH2:17][CH:16]2[NH:45][C:34](=[O:33])[O:57][CH2:50][C:51]2[CH:56]=[CH:55][CH:54]=[CH:53][CH:52]=2)[CH:12]=[N:13][CH:14]=1. The yield is 0.270.